Dataset: Catalyst prediction with 721,799 reactions and 888 catalyst types from USPTO. Task: Predict which catalyst facilitates the given reaction. Reactant: [OH:1][C@@H:2]1[C@H:6]2[N:7](C(OCC3C4C=CC=CC=4C4C3=CC=CC=4)=O)[CH2:8][CH2:9][C@H:5]2[O:4][CH2:3]1.O[C@@H]1[C@H]2N(C(OC(C)(C)C)=O)CC[C@H]2OC1. Product: [O:4]1[C@H:5]2[C@H:6]([NH:7][CH2:8][CH2:9]2)[C@@H:2]([OH:1])[CH2:3]1. The catalyst class is: 89.